Dataset: Experimentally validated miRNA-target interactions with 360,000+ pairs, plus equal number of negative samples. Task: Binary Classification. Given a miRNA mature sequence and a target amino acid sequence, predict their likelihood of interaction. (1) The miRNA is mmu-miR-200b-3p with sequence UAAUACUGCCUGGUAAUGAUGA. The protein sequence of the target gene is MADGPRCKRRKQANPRRNNVTNYNTVVEANSDSDDEDKLHIVEEESITDAADCEGGMPDDELPADQTVLPGGSDRGGGAKNCWQDNVKDNECDSDAENEQNHDPNVEEFLQQQDTAVIYPEAPEEDQRQGTPEASSHDENGTPDAFSQLLTCPYCDRGYKRFTSLKEHIKYRHEKNEDNFSCSLCSYTFAYRTQLERHMTSHKSGREQRHVTQSGGNRKFKCTECGKAFKYKHHLKEHLRIHSGEKPYECPNCKKRFSHSGSYSSHISSKKCISLMPVNGRPRSGLKTSQCSSPSLSTSP.... Result: 1 (interaction). (2) The miRNA is hsa-miR-6731-5p with sequence UGGGAGAGCAGGGUAUUGUGGA. The protein sequence of the target gene is MAPVGGGGRPVGGPARGRLLLAAPVLLVLLWALGARGQGSPQQGTIVGMRLASCNKSCGTNPDGIIFVSEGSTVNLRLYGYSLGNISSNLISFTEVDDAETLHKSTSCLELTKDLVVQQLVNVSRGNTSGVLVVLTKFLRRSESMKLYALCTRAQPDGPWLKWTDKDSLLFMVEEPGRFLPLWLHILLITVLLVLSGIFSGLNLGLMALDPMELRIVQNCGTEKERRYARKIEPIRRKGNYLLCSLLLGNVLVNTSLTILLDNLIGSGLMAVASSTIGIVIFGEILPQALCSRHGLAVGA.... Result: 1 (interaction). (3) The miRNA is hsa-miR-5695 with sequence ACUCCAAGAAGAAUCUAGACAG. The protein sequence of the target gene is MTQRSIAGPICNLKFVTLLVALSSELPFLGAGVQLQDNGYNGLLIAINPQVPENQNLISNIKEMITEASFYLFNATKRRVFFRNIKILIPATWKANNNSKIKQESYEKANVIVTDWYGAHGDDPYTLQYRGCGKEGKYIHFTPNFLLNDNLTAGYGSRGRVFVHEWAHLRWGVFDEYNNDKPFYINGQNQIKVTRCSSDITGIFVCEKGPCPQENCIISKLFKEGCTFIYNSTQNATASIMFMQSLSSVVEFCNASTHNQEAPNLQNQMCSLRSAWDVITDSADFHHSFPMNGTELPPPP.... Result: 0 (no interaction). (4) The miRNA is mmu-miR-1897-5p with sequence CUUUGGAUGGAGAAAGAGGGGG. The protein sequence of the target gene is MGRKMRGAAAAAGLWLLALSSLLTLWGGLLPPRTELPASRPPEDRLPPHPIQSGGPAPEPRFPLPPPLVWDARGGSLKTFRALLTLAAGADNPPRRHQDDRGRHEPSGLSWPEERRAVHGGVFWSRGLEEQVPRGFSEAQAAAWLEVARGARVVALDRGGCGRSSNRLARFADGTRACVRYGINPEQIQGEALSYYLARLLGLQRHVPPLALARVEARGAQWVQVQEELRTAHWTEGSVVSLTRWLPNLTDVVVPEPWRSEDGRLRPLRDAGGELTNLSQAELVDLVQWTDLILFDYLTA.... Result: 0 (no interaction). (5) The miRNA is hsa-miR-92b-3p with sequence UAUUGCACUCGUCCCGGCCUCC. The protein sequence of the target gene is MSESGEMSEFGYIMELIAKGKVTIKNIERELICPACKELFTHPLILPCQHSICHKCVKELLLTLDDSFNDVGSDNSNQSSPRLRLPSPSMDKIDRINRPGWKRNSLTPRTTVFPCPGCEHDVDLGERGINGLFRNFTLETIVERYRQAARAATAIMCDLCKPPPQESTKSCMDCSASYCNECFKIHHPWGTIKAQHEYVGPTTNFRPKILMCPEHETERINMYCELCRRPVCHLCKLGGNHANHRVTTMSSAYKTLKEKLSKDIDYLIGKESQVKSQISELNLLMKETECNGERAKEEAI.... Result: 1 (interaction).